Dataset: Experimentally validated miRNA-target interactions with 360,000+ pairs, plus equal number of negative samples. Task: Binary Classification. Given a miRNA mature sequence and a target amino acid sequence, predict their likelihood of interaction. (1) The miRNA is mmu-miR-369-5p with sequence AGAUCGACCGUGUUAUAUUCGC. The protein sequence of the target gene is MADRRRQRASQDTEDEESGASGSDSGGSPLRGGGSCSGSAGGGGSGSLPSQRGGRTGALHLRRVESGGAKSAEESECESEDGIEGDAVLSDYESAEDSEGEEGEYSEEENSKVELKSEANDAVNSSTKEEKGEEKPDTKSTVTGERQSGDGQESTEPVENKVGKKGPKHLDDDEDRKNPAYIPRKGLFFEHDLRGQTQEEEVRPKGRQRKLWKDEGRWEHDKFREDEQAPKSRQELIALYGYDIRSAHNPDDIKPRRIRKPRYGSPPQRDPNWNGERLNKSHRHQGLGGTLPPRTFINRN.... Result: 0 (no interaction). (2) The miRNA is mmu-miR-124-3p with sequence UAAGGCACGCGGUGAAUGCC. The protein sequence of the target gene is MTTMVNVDTLPEYEKSQIKRALELGTVMTVFNARKSTPERRTVQMIMETRQVAWSKTADKIEGFLDIMEIKEIRPGKNSKDFERAKAVRHKAECCFTILYGTQFVLSTLSLATDSKEDAVKWLSGLKILHQEAMSASTPTMIESWLRKQIYSVDQTRRNSISLRELKTILPLVNFKVSGIKFLKDKLVEIGAQKDELSFEQFHLFYKKLMFDQQKSILDEFKKDSSVFILGNTDRPDASAVYLQDFQRFLLHEQQELWAQDLNKVRERMTKFIDDTMRETAEPFLFVDEFLTYLFSRENS.... Result: 1 (interaction). (3) The miRNA is hsa-miR-4517 with sequence AAAUAUGAUGAAACUCACAGCUGAG. The protein sequence of the target gene is MRTIAILAAILLVALQAQAESLQERADEATTQKQSGEDNQDLAISFAGNGLSALRTSGSQARATCYCRTGRCATRESLSGVCEISGRLYRLCCR. Result: 0 (no interaction). (4) The miRNA is hsa-let-7c-3p with sequence CUGUACAACCUUCUAGCUUUCC. The protein sequence of the target gene is MTAELQQDDAAGAADGHGSSCQMLLNQLREITGIQDPSFLHEALKASNGDITQAVSLLTDERVKEPSQDTVATEPSEVEGSAANKEVLAKVIDLTHDNKDDLQAAIALSLLESPKIQADGRDLNRMHEATSAETKRSKRKRCEVWGENPNPNDWRRVDGWPVGLKNVGNTCWFSAVIQSLFQLPEFRRLVLSYSLPQNVLENCRSHTEKRNIMFMQELQYLFALMMGSNRKFVDPSAALDLLKGAFRSSEEQQQDVSEFTHKLLDWLEDAFQLAVNVNSPRNKSENPMVQLFYGTFLTEG.... Result: 1 (interaction). (5) The miRNA is hsa-miR-4313 with sequence AGCCCCCUGGCCCCAAACCC. The protein sequence of the target gene is MSYDRAITVFSPDGHLFQVEYAQEAVKKGSTAVGVRGRDIVVLGVEKKSVAKLQDERTVRKICALDDNVCMAFAGLTADARIVINRARVECQSHRLTVEDPVTVEYITRYIASLKQRYTQSNGRRPFGISALIVGFDFDGTPRLYQTDPSGTYHAWKANAIGRGAKSVREFLEKNYTDEAIETDDLTIKLVIKALLEVVQSGGKNIELAVMRRDQSLKILNPEEIEKYVAEIEKEKEENEKKKQKKAS. Result: 0 (no interaction).